From a dataset of Catalyst prediction with 721,799 reactions and 888 catalyst types from USPTO. Predict which catalyst facilitates the given reaction. Reactant: [NH2:1][C@H:2]([CH2:17][NH:18][C:19](=[O:35])[CH:20]([CH2:28][C:29]1[CH:34]=[CH:33][CH:32]=[CH:31][CH:30]=1)[CH2:21][C:22]1[CH:27]=[CH:26][CH:25]=[CH:24][CH:23]=1)[CH2:3][CH2:4][CH2:5][NH:6]C(=O)OCC1C=CC=CC=1. Product: [CH2:28]([CH:20]([CH2:21][C:22]1[CH:23]=[CH:24][CH:25]=[CH:26][CH:27]=1)[C:19]([NH:18][CH2:17][C@@H:2]([NH2:1])[CH2:3][CH2:4][CH2:5][NH2:6])=[O:35])[C:29]1[CH:30]=[CH:31][CH:32]=[CH:33][CH:34]=1. The catalyst class is: 261.